This data is from Full USPTO retrosynthesis dataset with 1.9M reactions from patents (1976-2016). The task is: Predict the reactants needed to synthesize the given product. (1) Given the product [Cl:1][C:2]1[CH:3]=[C:4]([C:9]2[N:13]([C:14]3[CH:29]=[N:30][C:17]([CH3:16])=[CH:18][CH:19]=3)[N:12]=[C:11]([C:20]([OH:22])=[O:21])[CH:10]=2)[CH:5]=[C:6]([F:8])[CH:7]=1, predict the reactants needed to synthesize it. The reactants are: [Cl:1][C:2]1[CH:3]=[C:4]([C:9]2[N:13]([C:14]3[CH:19]=[CH:18][CH:17]=[CH:16]N=3)[N:12]=[C:11]([C:20]([OH:22])=[O:21])[CH:10]=2)[CH:5]=[C:6]([F:8])[CH:7]=1.Cl.CC1[N:30]=[CH:29]C(NN)=CC=1. (2) Given the product [NH2:4][C:5]1[CH:14]=[CH:13][CH:12]=[C:11]2[C:6]=1[CH:7]=[CH:8][C:9]([S:15]([NH:18][CH2:19][C:20]1[CH:21]=[CH:22][CH:23]=[CH:24][CH:25]=1)(=[O:17])=[O:16])=[CH:10]2, predict the reactants needed to synthesize it. The reactants are: C([NH:4][C:5]1[CH:14]=[CH:13][CH:12]=[C:11]2[C:6]=1[CH:7]=[CH:8][C:9]([S:15]([NH:18][CH2:19][C:20]1[CH:25]=[CH:24][CH:23]=[CH:22][CH:21]=1)(=[O:17])=[O:16])=[CH:10]2)(=O)C.C(O)CC.Cl. (3) Given the product [ClH:35].[CH3:1][N:2]1[CH2:7][CH2:6][N:5]([C:8]2[CH:13]=[CH:12][C:11]([NH:14][C:15]3[N:20]=[C:19]([NH:21][C:22]4[CH:23]=[C:24]([CH2:28][C:29]#[N:30])[CH:25]=[CH:26][CH:27]=4)[CH:18]=[CH:17][N:16]=3)=[CH:10][C:9]=2[C:31]([F:33])([F:34])[F:32])[CH2:4][CH2:3]1, predict the reactants needed to synthesize it. The reactants are: [CH3:1][N:2]1[CH2:7][CH2:6][N:5]([C:8]2[CH:13]=[CH:12][C:11]([NH:14][C:15]3[N:20]=[C:19]([NH:21][C:22]4[CH:23]=[C:24]([CH2:28][C:29]#[N:30])[CH:25]=[CH:26][CH:27]=4)[CH:18]=[CH:17][N:16]=3)=[CH:10][C:9]=2[C:31]([F:34])([F:33])[F:32])[CH2:4][CH2:3]1.[ClH:35]. (4) The reactants are: [Si]([O:8][CH2:9][CH:10]1[O:14][N:13]=[C:12]([C:15]2[CH:20]=[CH:19][C:18]([C:21]3[CH:26]=[CH:25][C:24]([N:27]4[CH2:31][C@H:30]([CH2:32][N:33]5[CH:37]=[CH:36][N:35]=[N:34]5)[O:29][C:28]4=[O:38])=[CH:23][CH:22]=3)=[CH:17][CH:16]=2)[CH2:11]1)(C(C)(C)C)(C)C.[F-].C([N+](CCCC)(CCCC)CCCC)CCC.O. Given the product [OH:8][CH2:9][CH:10]1[O:14][N:13]=[C:12]([C:15]2[CH:16]=[CH:17][C:18]([C:21]3[CH:22]=[CH:23][C:24]([N:27]4[CH2:31][C@H:30]([CH2:32][N:33]5[CH:37]=[CH:36][N:35]=[N:34]5)[O:29][C:28]4=[O:38])=[CH:25][CH:26]=3)=[CH:19][CH:20]=2)[CH2:11]1, predict the reactants needed to synthesize it. (5) Given the product [C:22]([O:26][CH2:27][N:15]1[CH:14]=[CH:13][N:12]=[C:11]1[CH:9]([C:3]1[CH:4]=[CH:5][CH:6]=[C:7]([CH3:8])[C:2]=1[CH3:1])[CH3:10])(=[O:25])[CH2:23][CH3:24], predict the reactants needed to synthesize it. The reactants are: [CH3:1][C:2]1[C:7]([CH3:8])=[CH:6][CH:5]=[CH:4][C:3]=1[CH:9]([C:11]1[NH:12][CH:13]=[CH:14][N:15]=1)[CH3:10].C(=O)([O-])[O-].[Cs+].[Cs+].[C:22]([O:26][CH2:27]Cl)(=[O:25])[CH2:23][CH3:24].